Predict the reaction yield, written as a fraction of the theoretical maximum amount of product (1.0 means a 100% yield; for example, 0.34 means a 34% yield). From a dataset of Reaction yield outcomes from USPTO patents with 853,638 reactions. (1) The reactants are [CH3:1][S:2](Cl)(=[O:4])=[O:3].[CH2:6]([O:13][C:14](=[O:27])[NH:15][C:16]1[C:25]2[CH2:24][CH:23]([NH2:26])[CH2:22][CH2:21][C:20]=2[CH:19]=[CH:18][CH:17]=1)[C:7]1[CH:12]=[CH:11][CH:10]=[CH:9][CH:8]=1.C(N(C(C)C)CC)(C)C.O. The catalyst is C(Cl)Cl. The product is [CH2:6]([O:13][C:14](=[O:27])[NH:15][C:16]1[C:25]2[CH2:24][CH:23]([NH:26][S:2]([CH3:1])(=[O:4])=[O:3])[CH2:22][CH2:21][C:20]=2[CH:19]=[CH:18][CH:17]=1)[C:7]1[CH:12]=[CH:11][CH:10]=[CH:9][CH:8]=1. The yield is 0.580. (2) The reactants are [CH2:1]([O:3][P:4](=[S:9])([SH:8])[O:5][CH2:6][CH3:7])[CH3:2].Br[CH2:11][CH:12]=[CH:13][CH2:14]Br. The catalyst is C(O)C.O. The product is [CH2:1]([O:3][P:4](=[S:8])([O:5][CH2:6][CH3:7])[S:9][CH2:11][CH:12]=[CH:13][CH2:14][S:9][P:4]([O:5][CH2:6][CH3:7])([O:3][CH2:1][CH3:2])=[S:8])[CH3:2]. The yield is 0.990. (3) The reactants are [CH3:1][N:2]1[C:10]2[CH:9]=[C:8](C(O)=O)[N:7]=[CH:6][C:5]=2[C:4]([CH3:14])=[CH:3]1.C1(P([N:29]=[N+]=[N-])(C2C=CC=CC=2)=O)C=CC=CC=1.[CH3:32][C:33]([OH:36])([CH3:35])[CH3:34].C1[CH2:41][O:40]CC1. No catalyst specified. The product is [CH3:1][N:2]1[C:10]2[CH:9]=[C:8]([NH:29][C:41](=[O:40])[O:36][C:33]([CH3:35])([CH3:34])[CH3:32])[N:7]=[CH:6][C:5]=2[C:4]([CH3:14])=[CH:3]1. The yield is 0.560. (4) The reactants are [CH3:1][N:2]1[C:10]2[C:5](=[CH:6][CH:7]=[C:8]([N:11]3[CH:16]=[CH:15][C:14]([C:17]4[CH:18]=[N:19][C:20]([CH3:23])=[CH:21][CH:22]=4)=[CH:13][C:12]3=[O:24])[CH:9]=2)[C:4]2[CH2:25][CH2:26][N:27](C(OC(C)(C)C)=O)[CH2:28][C:3]1=2.C1(N)C(F)=C(F)C(F)=C(N)C=1F.[ClH:48].Cl. No catalyst specified. The product is [ClH:48].[ClH:48].[CH3:1][N:2]1[C:10]2[C:5](=[CH:6][CH:7]=[C:8]([N:11]3[CH:16]=[CH:15][C:14]([C:17]4[CH:18]=[N:19][C:20]([CH3:23])=[CH:21][CH:22]=4)=[CH:13][C:12]3=[O:24])[CH:9]=2)[C:4]2[CH2:25][CH2:26][NH:27][CH2:28][C:3]1=2. The yield is 0.230. (5) No catalyst specified. The product is [F:64][C:61]1[CH:62]=[C:63]2[C:58]([C:57]([C:36]3[CH:46]=[CH:45][C:39]4[N:40]=[C:41]([CH:43]=[CH2:44])[O:42][C:38]=4[CH:37]=3)=[CH:56][N:55]2[C:53]([O:52][C:48]([CH3:51])([CH3:50])[CH3:49])=[O:54])=[CH:59][CH:60]=1. The yield is 0.530. The reactants are FC1C=C2C(C(C3C=C(N)C(N)=CC=3)=CN2S(C2C=CC=CC=2)(=O)=O)=CC=1.CC1(C)C(C)(C)OB([C:36]2[CH:46]=[CH:45][C:39]3[N:40]=[C:41]([CH:43]=[CH2:44])[O:42][C:38]=3[CH:37]=2)O1.[C:48]([O:52][C:53]([N:55]1[C:63]2[C:58](=[CH:59][CH:60]=[C:61]([F:64])[CH:62]=2)[C:57](Br)=[CH:56]1)=[O:54])([CH3:51])([CH3:50])[CH3:49]. (6) The reactants are [CH:1]1([CH2:6][CH:7]([C:11]2[CH:16]=[CH:15][C:14]([Cl:17])=[C:13]([Cl:18])[CH:12]=2)[C:8]([OH:10])=O)[CH2:5][CH2:4][CH2:3][CH2:2]1.C1(N=C=NC2CCCCC2)CCCCC1.[NH2:34][C:35]1[N:36]=[N:37][CH:38]=[CH:39][N:40]=1. The catalyst is N1C=CC=CC=1. The product is [CH:1]1([CH2:6][CH:7]([C:11]2[CH:16]=[CH:15][C:14]([Cl:17])=[C:13]([Cl:18])[CH:12]=2)[C:8]([NH:34][C:35]2[N:36]=[N:37][CH:38]=[CH:39][N:40]=2)=[O:10])[CH2:2][CH2:3][CH2:4][CH2:5]1. The yield is 0.0800.